From a dataset of Forward reaction prediction with 1.9M reactions from USPTO patents (1976-2016). Predict the product of the given reaction. (1) Given the reactants [CH3:1][N:2]1[CH2:6][CH2:5][NH:4][C:3]1=[O:7].[H-].[Na+].[O:10]1[CH2:15][CH:14]=[C:13]([C:16]2[CH:21]=[CH:20][C:19]([N:22]3[CH2:26][C@H:25](COS(C)(=O)=O)[O:24][C:23]3=[O:33])=[CH:18][C:17]=2[F:34])[CH2:12][CH2:11]1.[CH3:35]S(C)=O, predict the reaction product. The product is: [O:10]1[CH2:11][CH:12]=[C:13]([C:16]2[CH:21]=[CH:20][C:19]([N:22]3[CH2:26][C@H:25]([CH2:1][N:2]4[CH:6]=[CH:5][N:4]([CH3:35])[C:3]4=[O:7])[O:24][C:23]3=[O:33])=[CH:18][C:17]=2[F:34])[CH2:14][CH2:15]1. (2) Given the reactants [NH2:1][C:2]1[N:7]=[CH:6][C:5]([CH2:8][C:9]([O:11][CH2:12][CH3:13])=[O:10])=[CH:4][CH:3]=1, predict the reaction product. The product is: [NH2:1][C:2]1[N:7]=[CH:6][C:5]([CH2:8][C:9]([O:11][CH2:12][C:13]2[CH:6]=[CH:5][CH:4]=[CH:3][CH:2]=2)=[O:10])=[CH:4][CH:3]=1. (3) Given the reactants [Cl:1][C:2]1[C:3]([CH2:52][C:53]2[CH:58]=[CH:57][C:56]([CH2:59][CH3:60])=[CH:55][CH:54]=2)=[CH:4][C:5]([C@@:9]2([CH2:48][C:49]([CH3:51])=[CH2:50])[C@H:14]([O:15][CH2:16][C:17]3[CH:22]=[CH:21][CH:20]=[CH:19][CH:18]=3)[C@@H:13]([O:23][CH2:24][C:25]3[CH:30]=[CH:29][CH:28]=[CH:27][CH:26]=3)[C@H:12]([O:31][CH2:32][C:33]3[CH:38]=[CH:37][CH:36]=[CH:35][CH:34]=3)[C@@H:11]([CH2:39][O:40][CH2:41][C:42]3[CH:47]=[CH:46][CH:45]=[CH:44][CH:43]=3)[O:10]2)=[C:6]([OH:8])[CH:7]=1.ClC1C=C(C=CC=1)C(OO)=[O:66], predict the reaction product. The product is: [Cl:1][C:2]1[C:3]([CH2:52][C:53]2[CH:58]=[CH:57][C:56]([CH2:59][CH3:60])=[CH:55][CH:54]=2)=[CH:4][C:5]([C@:9]2([CH2:48][C:49]3([CH3:51])[CH2:50][O:66]3)[C@H:14]([O:15][CH2:16][C:17]3[CH:18]=[CH:19][CH:20]=[CH:21][CH:22]=3)[C@@H:13]([O:23][CH2:24][C:25]3[CH:30]=[CH:29][CH:28]=[CH:27][CH:26]=3)[C@H:12]([O:31][CH2:32][C:33]3[CH:38]=[CH:37][CH:36]=[CH:35][CH:34]=3)[C@@H:11]([CH2:39][O:40][CH2:41][C:42]3[CH:43]=[CH:44][CH:45]=[CH:46][CH:47]=3)[O:10]2)=[C:6]([OH:8])[CH:7]=1. (4) The product is: [Cl:19][C:20]1[N:21]=[N:22][C:23]([N:26]2[C:9]([C:6]3[CH:7]=[CH:8][C:3]([N:2]([CH3:18])[CH3:1])=[CH:4][CH:5]=3)=[CH:10][C:11]([C:12]([O:14][CH3:15])=[O:13])=[N:27]2)=[CH:24][CH:25]=1. Given the reactants [CH3:1][N:2]([CH3:18])[C:3]1[CH:8]=[CH:7][C:6]([C:9](=O)[CH2:10][C:11](=O)[C:12]([O:14][CH3:15])=[O:13])=[CH:5][CH:4]=1.[Cl:19][C:20]1[N:21]=[N:22][C:23]([NH:26][NH2:27])=[CH:24][CH:25]=1, predict the reaction product. (5) The product is: [Cl:1][C:2]1[CH:3]=[C:4]([NH:8][C:9]2[C:18]3[C:13](=[C:14]([NH:36][CH:34]=[O:35])[CH:15]=[C:16]([NH:19][CH2:20][C:21]4[CH:22]=[N:23][CH:24]=[CH:25][CH:26]=4)[CH:17]=3)[N:12]=[CH:11][C:10]=2[C:32]#[N:33])[CH:5]=[CH:6][CH:7]=1. Given the reactants [Cl:1][C:2]1[CH:3]=[C:4]([NH:8][C:9]2[C:18]3[C:13](=[C:14](C(N(C)C)=O)[CH:15]=[C:16]([NH:19][CH2:20][C:21]4[CH:22]=[N:23][CH:24]=[CH:25][CH:26]=4)[CH:17]=3)[N:12]=[CH:11][C:10]=2[C:32]#[N:33])[CH:5]=[CH:6][CH:7]=1.[CH:34]([NH2:36])=[O:35], predict the reaction product. (6) Given the reactants [CH3:1][C:2]1[N:7]=[CH:6][N:5]=[C:4]([N:8]2[CH2:13][CH2:12][C:11](=O)[CH2:10][CH2:9]2)[CH:3]=1.[F:15][C:16]1[CH:17]=[C:18]([C:23]2[C:24]3[N:25]([N:29]=[C:30]([NH2:32])[N:31]=3)[CH:26]=[CH:27][CH:28]=2)[CH:19]=[CH:20][C:21]=1[F:22].C[Si]([C:37]#[N:38])(C)C, predict the reaction product. The product is: [F:15][C:16]1[CH:17]=[C:18]([C:23]2[C:24]3[N:25]([N:29]=[C:30]([NH:32][C:11]4([C:37]#[N:38])[CH2:12][CH2:13][N:8]([C:4]5[CH:3]=[C:2]([CH3:1])[N:7]=[CH:6][N:5]=5)[CH2:9][CH2:10]4)[N:31]=3)[CH:26]=[CH:27][CH:28]=2)[CH:19]=[CH:20][C:21]=1[F:22].